From a dataset of Full USPTO retrosynthesis dataset with 1.9M reactions from patents (1976-2016). Predict the reactants needed to synthesize the given product. (1) Given the product [CH3:1][O:2][C:3]1[CH:8]=[CH:7][C:6]([C@@H:9]2[C@@H:14]([O:15][CH2:16][C:17]3[CH:18]=[CH:19][C:20]4[O:25][CH2:24][CH2:23][N:22]([CH2:26][CH2:27][CH2:28][O:29][CH3:30])[C:21]=4[CH:31]=3)[CH2:13][N:12]([S:32]([C:35]3[CH:40]=[CH:39][C:38]([CH3:41])=[CH:37][CH:36]=3)(=[O:34])=[O:33])[C@H:11]([CH2:42][C:43]([CH3:47])([CH3:48])[C:44]#[N:53])[CH2:10]2)=[CH:5][CH:4]=1, predict the reactants needed to synthesize it. The reactants are: [CH3:1][O:2][C:3]1[CH:8]=[CH:7][C:6]([C@@H:9]2[C@@H:14]([O:15][CH2:16][C:17]3[CH:18]=[CH:19][C:20]4[O:25][CH2:24][CH2:23][N:22]([CH2:26][CH2:27][CH2:28][O:29][CH3:30])[C:21]=4[CH:31]=3)[CH2:13][N:12]([S:32]([C:35]3[CH:40]=[CH:39][C:38]([CH3:41])=[CH:37][CH:36]=3)(=[O:34])=[O:33])[C@H:11]([CH2:42][C:43]([CH3:48])([CH3:47])[C:44](O)=O)[CH2:10]2)=[CH:5][CH:4]=1.[Cl-].[NH4+].C([N:53](CC)CC)C.C(P1(=O)OP(CCC)(=O)OP(CCC)(=O)O1)CC. (2) The reactants are: [CH2:1]([O:8][CH2:9][CH2:10][CH2:11][CH2:12][C@@H:13]([C:32](OC)=[O:33])[N:14]([S:20]([C:23]1[CH:28]=[CH:27][C:26]([C@@H:29]([OH:31])[CH3:30])=[CH:25][CH:24]=1)(=[O:22])=[O:21])[CH2:15][CH2:16][CH:17]([CH3:19])[CH3:18])[C:2]1[CH:7]=[CH:6][CH:5]=[CH:4][CH:3]=1.[BH4-].[Li+]. Given the product [CH2:1]([O:8][CH2:9][CH2:10][CH2:11][CH2:12][C@H:13]([N:14]([CH2:15][CH2:16][CH:17]([CH3:19])[CH3:18])[S:20]([C:23]1[CH:24]=[CH:25][C:26]([C@@H:29]([OH:31])[CH3:30])=[CH:27][CH:28]=1)(=[O:22])=[O:21])[CH2:32][OH:33])[C:2]1[CH:3]=[CH:4][CH:5]=[CH:6][CH:7]=1, predict the reactants needed to synthesize it.